Task: Predict which catalyst facilitates the given reaction.. Dataset: Catalyst prediction with 721,799 reactions and 888 catalyst types from USPTO (1) Reactant: [F:1][C:2]1[CH:7]=[CH:6][C:5]([CH2:8][C:9](=O)[CH2:10][NH:11][C:12]([C:14]2[N:15]=[C:16]3[C:32]([Br:33])=[CH:31][C:30]([N:34]4[CH2:39][CH2:38][O:37][CH2:36][CH2:35]4)=[CH:29][N:17]3[C:18](=[O:28])[C:19]=2[O:20][CH2:21][C:22]2[CH:27]=[CH:26][CH:25]=[CH:24][CH:23]=2)=[O:13])=[CH:4][CH:3]=1.C(Cl)(Cl)(Cl)Cl.C(N(CC)CC)C.C1(P(C2C=CC=CC=2)C2C=CC=CC=2)C=CC=CC=1. Product: [CH2:21]([O:20][C:19]1[C:18](=[O:28])[N:17]2[CH:29]=[C:30]([N:34]3[CH2:35][CH2:36][O:37][CH2:38][CH2:39]3)[CH:31]=[C:32]([Br:33])[C:16]2=[N:15][C:14]=1[C:12]1[O:13][C:9]([CH2:8][C:5]2[CH:4]=[CH:3][C:2]([F:1])=[CH:7][CH:6]=2)=[CH:10][N:11]=1)[C:22]1[CH:23]=[CH:24][CH:25]=[CH:26][CH:27]=1. The catalyst class is: 10. (2) Reactant: [N:1]1[CH:6]=[CH:5][CH:4]=[C:3]([S:7]([OH:10])(=O)=[O:8])[CH:2]=1.P(Cl)(Cl)(Cl)(Cl)[Cl:12].P(Cl)(Cl)(Cl)=O. Product: [N:1]1[CH:6]=[CH:5][CH:4]=[C:3]([S:7]([Cl:12])(=[O:10])=[O:8])[CH:2]=1. The catalyst class is: 2. (3) Reactant: [OH:1][N:2]=[CH:3][C:4]1[N:5]=[C:6]([CH:9]2[CH2:14][CH2:13][N:12]([C:15]([O:17][C:18]([CH3:21])([CH3:20])[CH3:19])=[O:16])[CH2:11][CH2:10]2)[S:7][CH:8]=1.ClN1C(=O)CCC1=O.[F:30][C:31]1[C:36]([CH:37]=[CH2:38])=[C:35]([F:39])[CH:34]=[CH:33][C:32]=1[OH:40].C(=O)([O-])O.[K+]. Product: [F:30][C:31]1[C:32]([OH:40])=[CH:33][CH:34]=[C:35]([F:39])[C:36]=1[CH:37]1[O:1][N:2]=[C:3]([C:4]2[N:5]=[C:6]([CH:9]3[CH2:10][CH2:11][N:12]([C:15]([O:17][C:18]([CH3:21])([CH3:20])[CH3:19])=[O:16])[CH2:13][CH2:14]3)[S:7][CH:8]=2)[CH2:38]1. The catalyst class is: 84. (4) Reactant: Cl.N[C@H:3]1[CH2:8][CH2:7][C@H:6]([N:9]([CH2:33][CH3:34])[C:10]2[C:25]3[CH2:24][CH:23]=[CH:22][CH2:21][CH2:20][C:19]4[CH:26]=[C:27]([CH3:31])[NH:28][C:29](=[O:30])[C:18]=4[CH2:17][NH:16][C:15](=[O:32])[C:14]=3[CH:13]=[CH:12][CH:11]=2)[CH2:5][CH2:4]1.[CH2:35]=O.[BH3-][C:38]#[N:39].[Na+]. Product: [CH3:35][N:39]([CH3:38])[C@H:3]1[CH2:8][CH2:7][C@H:6]([N:9]([CH2:33][CH3:34])[C:10]2[C:25]3[CH2:24][CH:23]=[CH:22][CH2:21][CH2:20][C:19]4[CH:26]=[C:27]([CH3:31])[NH:28][C:29](=[O:30])[C:18]=4[CH2:17][NH:16][C:15](=[O:32])[C:14]=3[CH:13]=[CH:12][CH:11]=2)[CH2:5][CH2:4]1. The catalyst class is: 5. (5) Reactant: [C:1]([O:5][C:6](=[O:23])[N:7]([CH2:9][CH2:10][CH2:11][NH:12][C:13]1[C:18]([N+:19]([O-])=O)=[CH:17][CH:16]=[CH:15][C:14]=1[Cl:22])[CH3:8])([CH3:4])([CH3:3])[CH3:2]. Product: [C:1]([O:5][C:6](=[O:23])[N:7]([CH2:9][CH2:10][CH2:11][NH:12][C:13]1[C:14]([Cl:22])=[CH:15][CH:16]=[CH:17][C:18]=1[NH2:19])[CH3:8])([CH3:4])([CH3:2])[CH3:3]. The catalyst class is: 180. (6) Reactant: C(Cl)CCl.C1C=CC2N([OH:14])N=NC=2C=1.FC(F)(F)/C=C/[C:19](O)=[O:20].[C:24]([OH:30])([C:26]([F:29])([F:28])[F:27])=[O:25].CCN(C(C)C)C(C)C. Product: [OH2:14].[CH3:19][OH:20].[C:24]([OH:30])([C:26]([F:29])([F:28])[F:27])=[O:25]. The catalyst class is: 59. (7) Product: [Cl-:10].[CH3:1][N+:2]1([CH2:7][O:8][CH3:9])[CH2:6][CH2:5][CH2:4][CH2:3]1. The catalyst class is: 11. Reactant: [CH3:1][N:2]1[CH2:6][CH2:5][CH2:4][CH2:3]1.[CH3:7][O:8][CH2:9][Cl:10]. (8) Reactant: [CH2:1]([N:8]1[C:14](=[O:15])[C:13]2[CH:16]=[CH:17][CH:18]=[CH:19][C:12]=2[S:11][C:10]2[CH:20]=[CH:21][C:22]([C:24]([O:26][CH2:27][C:28]3[CH:33]=[CH:32][CH:31]=[CH:30][CH:29]=3)=[O:25])=[CH:23][C:9]1=2)[C:2]1[CH:7]=[CH:6][CH:5]=[CH:4][CH:3]=1.[OH:34]O. Product: [CH2:1]([N:8]1[C:14](=[O:15])[C:13]2[CH:16]=[CH:17][CH:18]=[CH:19][C:12]=2[S:11](=[O:34])[C:10]2[CH:20]=[CH:21][C:22]([C:24]([O:26][CH2:27][C:28]3[CH:33]=[CH:32][CH:31]=[CH:30][CH:29]=3)=[O:25])=[CH:23][C:9]1=2)[C:2]1[CH:3]=[CH:4][CH:5]=[CH:6][CH:7]=1. The catalyst class is: 15. (9) Product: [N:1]([C:2]1[CH:3]=[N:4][CH:5]=[CH:6][C:7]=1[O:8][CH3:9])=[C:15]=[S:16]. The catalyst class is: 146. Reactant: [NH2:1][C:2]1[CH:3]=[N:4][CH:5]=[CH:6][C:7]=1[O:8][CH3:9].C([O-])(O)=O.[Na+].[C:15](Cl)(Cl)=[S:16].